This data is from Reaction yield outcomes from USPTO patents with 853,638 reactions. The task is: Predict the reaction yield, written as a fraction of the theoretical maximum amount of product (1.0 means a 100% yield; for example, 0.34 means a 34% yield). (1) The reactants are [F:1][C:2]1[CH:3]=[C:4]([CH3:11])[CH:5]=[CH:6][C:7]=1[N+:8]([O-:10])=[O:9].[Mn]([O-])(=O)(=O)=[O:13].[K+].[OH2:18]. No catalyst specified. The product is [F:1][C:2]1[CH:3]=[C:4]([CH:5]=[CH:6][C:7]=1[N+:8]([O-:10])=[O:9])[C:11]([OH:13])=[O:18]. The yield is 0.580. (2) The reactants are C(O[C:6]([N:8]1[CH2:30][CH2:29][C:11]2([C:15](=[O:16])[N:14]([C:17]3[C:26]4[C:21](=[CH:22][CH:23]=[C:24]([O:27][CH3:28])[N:25]=4)[N:20]=[CH:19][CH:18]=3)[CH2:13][CH2:12]2)[CH2:10][CH2:9]1)=O)(C)(C)C.FC(F)(F)C(O)=O.C(=O)([O-])[O-].[K+].[K+].ClC[C:46]([C:48]1[CH:49]=[CH:50][C:51]2[O:56][CH2:55][C:54](=[O:57])[NH:53][C:52]=2[CH:58]=1)=[O:47].[I-].[Na+]. The catalyst is ClCCl. The product is [CH3:28][O:27][C:24]1[N:25]=[C:26]2[C:21](=[CH:22][CH:23]=1)[N:20]=[CH:19][CH:18]=[C:17]2[N:14]1[CH2:13][CH2:12][C:11]2([CH2:29][CH2:30][N:8]([CH2:6][C:46]([C:48]3[CH:49]=[CH:50][C:51]4[O:56][CH2:55][C:54](=[O:57])[NH:53][C:52]=4[CH:58]=3)=[O:47])[CH2:9][CH2:10]2)[C:15]1=[O:16]. The yield is 0.480. (3) The reactants are [Br:1][C:2]1[C:10]2[C:5](=[CH:6][CH:7]=[CH:8][C:9]=2[F:11])[NH:4][N:3]=1.[Cl:12][C:13]1[CH:21]=[CH:20][CH:19]=[C:18]([C:22]([F:25])([F:24])[F:23])[C:14]=1[C:15](Cl)=[O:16]. The catalyst is CN(C1C=CN=CC=1)C.O. The product is [Br:1][C:2]1[C:10]2[C:5](=[CH:6][CH:7]=[CH:8][C:9]=2[F:11])[N:4]([C:15]([C:14]2[C:18]([C:22]([F:23])([F:24])[F:25])=[CH:19][CH:20]=[CH:21][C:13]=2[Cl:12])=[O:16])[N:3]=1. The yield is 0.450. (4) The reactants are [NH2:1][C:2]1[C:3]([C:9]([OH:11])=O)=[N:4][C:5]([Br:8])=[CH:6][N:7]=1.C(N1C=CN=C1)(N1C=CN=C1)=O.CCN(C(C)C)C(C)C.[NH2:33][C:34]1[CH:39]=[CH:38][CH:37]=[CH:36][CH:35]=1. The catalyst is CN(C1C=CN=CC=1)C.CS(C)=O.O. The product is [NH2:1][C:2]1[C:3]([C:9]([NH:33][C:34]2[CH:39]=[CH:38][CH:37]=[CH:36][CH:35]=2)=[O:11])=[N:4][C:5]([Br:8])=[CH:6][N:7]=1. The yield is 0.740. (5) The reactants are C(OC([C:6]1[O:10][C:9]([C:11]2[CH:16]=[CH:15][C:14]([O:17][CH3:18])=[CH:13][CH:12]=2)=[N:8][C:7]=1[C:19]([OH:21])=O)=O)C.C[N:23](C=O)C.[C:27](Cl)(=[O:31])[C:28](Cl)=O.N. The catalyst is C(Cl)Cl.C1COCC1. The product is [CH2:27]([O:31][C:6]1[O:10][C:9]([C:11]2[CH:12]=[CH:13][C:14]([O:17][CH3:18])=[CH:15][CH:16]=2)=[N:8][C:7]=1[C:19]([NH2:23])=[O:21])[CH3:28]. The yield is 0.790. (6) The reactants are [C:1]1([N:7]2[C:15]3[C:10](=[CH:11][CH:12]=[CH:13][CH:14]=3)[C:9]([C:16](OC)=[O:17])=[N:8]2)[CH:6]=[CH:5][CH:4]=[CH:3][CH:2]=1.C1(C)C=CC=CC=1.[H-].C([Al+]CC(C)C)C(C)C.Cl. The catalyst is O1CCCC1.[O-2].[O-2].[Mn+4]. The product is [C:1]1([N:7]2[C:15]3[C:10](=[CH:11][CH:12]=[CH:13][CH:14]=3)[C:9]([CH:16]=[O:17])=[N:8]2)[CH:2]=[CH:3][CH:4]=[CH:5][CH:6]=1. The yield is 0.470.